Predict the product of the given reaction. From a dataset of Forward reaction prediction with 1.9M reactions from USPTO patents (1976-2016). (1) Given the reactants C(O[C:6](=O)[N:7]([C:9]1[CH:14]=[C:13]([CH3:15])[C:12]([CH2:16][CH2:17][S:18]([N:21]2[CH2:37][CH2:36][C:24]3([N:28]=[C:27]([CH2:29][CH2:30][CH2:31][CH2:32][CH:33]=[CH2:34])[NH:26][C:25]3=[O:35])[CH2:23][CH2:22]2)(=[O:20])=[O:19])=[C:11]([CH3:38])[CH:10]=1)C)(C)(C)C.FC(F)(F)C(O)=O, predict the reaction product. The product is: [CH3:15][C:13]1[CH:14]=[C:9]([NH:7][CH3:6])[CH:10]=[C:11]([CH3:38])[C:12]=1[CH2:16][CH2:17][S:18]([N:21]1[CH2:22][CH2:23][C:24]2([N:28]=[C:27]([CH2:29][CH2:30][CH2:31][CH2:32][CH:33]=[CH2:34])[NH:26][C:25]2=[O:35])[CH2:36][CH2:37]1)(=[O:19])=[O:20]. (2) Given the reactants O.O[N:3]1C2C=CC=CC=2N=N1.Cl.CN(C)CCCN=C=NCC.[OH-].[NH4+].[C:26]([CH2:28][C:29]([N:31]1[CH2:36][CH2:35][CH2:34][C@@H:33]([NH:37][C:38]2[N:43]=[C:42]([C:44]3[N:48]4[CH:49]=[C:50]([F:53])[CH:51]=[CH:52][C:47]4=[N:46][CH:45]=3)[N:41]=[C:40]([C:54](O)=[O:55])[CH:39]=2)[CH2:32]1)=[O:30])#[N:27], predict the reaction product. The product is: [C:26]([CH2:28][C:29]([N:31]1[CH2:36][CH2:35][CH2:34][C@@H:33]([NH:37][C:38]2[N:43]=[C:42]([C:44]3[N:48]4[CH:49]=[C:50]([F:53])[CH:51]=[CH:52][C:47]4=[N:46][CH:45]=3)[N:41]=[C:40]([C:54]([NH2:3])=[O:55])[CH:39]=2)[CH2:32]1)=[O:30])#[N:27]. (3) Given the reactants C([O:5][C:6]1[CH:35]=[CH:34][CH:33]=[CH:32][C:7]=1[CH2:8][N:9]([CH2:25][C:26]1[CH:31]=[CH:30][CH:29]=[CH:28][N:27]=1)[CH2:10][CH2:11][CH2:12][N:13]1[CH2:18][CH2:17][CH:16]([C:19]2[CH:24]=[CH:23][CH:22]=[CH:21][CH:20]=2)[CH2:15][CH2:14]1)(C)(C)C, predict the reaction product. The product is: [C:19]1([CH:16]2[CH2:15][CH2:14][N:13]([CH2:12][CH2:11][CH2:10][N:9]([CH2:8][C:7]3[CH:32]=[CH:33][CH:34]=[CH:35][C:6]=3[OH:5])[CH2:25][C:26]3[CH:31]=[CH:30][CH:29]=[CH:28][N:27]=3)[CH2:18][CH2:17]2)[CH:24]=[CH:23][CH:22]=[CH:21][CH:20]=1. (4) The product is: [CH2:4]([O:11][C:12]1[CH:13]=[CH:14][C:15]([Br:21])=[C:16]([C:18]2[CH2:22][C:23]([CH2:31][C:32]([O:34][C:35]([CH3:36])([CH3:38])[CH3:37])=[O:33])([C:24]([O:26][C:27]([CH3:30])([CH3:28])[CH3:29])=[O:25])[O:20][N:19]=2)[CH:17]=1)[C:5]1[CH:6]=[CH:7][CH:8]=[CH:9][CH:10]=1. Given the reactants Cl[O-].[Na+].[CH2:4]([O:11][C:12]1[CH:13]=[CH:14][C:15]([Br:21])=[C:16](/[CH:18]=[N:19]/[OH:20])[CH:17]=1)[C:5]1[CH:10]=[CH:9][CH:8]=[CH:7][CH:6]=1.[CH2:22]=[C:23]([CH2:31][C:32]([O:34][C:35]([CH3:38])([CH3:37])[CH3:36])=[O:33])[C:24]([O:26][C:27]([CH3:30])([CH3:29])[CH3:28])=[O:25], predict the reaction product. (5) Given the reactants [CH3:1][O-:2].[Na+].Cl[C:5]1[C:10]([N+:11]([O-:13])=[O:12])=[CH:9][C:8]([Cl:14])=[CH:7][N:6]=1, predict the reaction product. The product is: [Cl:14][C:8]1[CH:9]=[C:10]([N+:11]([O-:13])=[O:12])[C:5]([O:2][CH3:1])=[N:6][CH:7]=1.